This data is from Reaction yield outcomes from USPTO patents with 853,638 reactions. The task is: Predict the reaction yield, written as a fraction of the theoretical maximum amount of product (1.0 means a 100% yield; for example, 0.34 means a 34% yield). (1) The reactants are [N:1]12[CH2:8][CH2:7][CH:4]([CH2:5][CH2:6]1)[CH:3]([O:9][C:10](=[O:19])[NH:11][C:12]1[CH:17]=[CH:16][CH:15]=[CH:14][C:13]=1Br)[CH2:2]2.[C:20]1(B(O)O)[CH:25]=[CH:24][CH:23]=[CH:22][CH:21]=1. No catalyst specified. The product is [C:13]1([C:20]2[CH:25]=[CH:24][CH:23]=[CH:22][CH:21]=2)[CH:14]=[CH:15][CH:16]=[CH:17][C:12]=1[NH:11][C:10](=[O:19])[O:9][CH:3]1[CH:4]2[CH2:7][CH2:8][N:1]([CH2:6][CH2:5]2)[CH2:2]1. The yield is 0.870. (2) The reactants are [F:1][C:2]1[CH:7]=[CH:6][C:5]([C:8](=O)[CH2:9][CH2:10][C:11]([OH:13])=O)=[CH:4][CH:3]=1.O.[NH2:16][NH2:17]. The catalyst is C(O)C. The product is [F:1][C:2]1[CH:7]=[CH:6][C:5]([C:8]2[CH2:9][CH2:10][C:11](=[O:13])[NH:16][N:17]=2)=[CH:4][CH:3]=1. The yield is 0.860. (3) The catalyst is ClCCl. The yield is 0.500. The product is [O:33]=[C:22]1[N:21]2[CH2:27][C@@H:24]([CH2:25][CH2:26][C@@H:20]2[C:18]([NH:17][NH:16][C:14]([C@@H:10]2[CH2:11][CH2:12][CH2:13][NH:8][CH2:9]2)=[O:15])=[O:19])[N:23]1[O:28][CH2:29][C:30]([OH:32])=[O:31]. The reactants are C(OC([N:8]1[CH2:13][CH2:12][CH2:11][C@@H:10]([C:14]([NH:16][NH:17][C:18]([C@H:20]2[CH2:26][CH2:25][C@@H:24]3[CH2:27][N:21]2[C:22](=[O:33])[N:23]3[O:28][CH2:29][C:30]([OH:32])=[O:31])=[O:19])=[O:15])[CH2:9]1)=O)(C)(C)C.FC(F)(F)C(O)=O. (4) The reactants are Br[C:2]1[N:7]=[C:6]([NH:8][C:9]([C:11]2([C:14]3[CH:24]=[CH:23][C:17]4[O:18][C:19]([F:22])([F:21])[O:20][C:16]=4[CH:15]=3)[CH2:13][CH2:12]2)=[O:10])[CH:5]=[CH:4][CH:3]=1.[CH3:25][O:26][C:27]1[C:32](B(O)O)=[CH:31][CH:30]=[CH:29][N:28]=1.C(=O)([O-])[O-].[Na+].[Na+]. The catalyst is CN(C)C=O.C1C=CC(P(C2C=CC=CC=2)[C-]2C=CC=C2)=CC=1.C1C=CC(P(C2C=CC=CC=2)[C-]2C=CC=C2)=CC=1.Cl[Pd]Cl.[Fe+2]. The product is [F:21][C:19]1([F:22])[O:18][C:17]2[CH:23]=[CH:24][C:14]([C:11]3([C:9]([NH:8][C:6]4[N:7]=[C:2]([C:32]5[C:27]([O:26][CH3:25])=[N:28][CH:29]=[CH:30][CH:31]=5)[CH:3]=[CH:4][CH:5]=4)=[O:10])[CH2:13][CH2:12]3)=[CH:15][C:16]=2[O:20]1. The yield is 0.500. (5) The product is [CH2:5]([O:4][C:2]([N:13]([CH2:14][CH2:15][OH:16])[CH3:12])=[O:3])[C:6]1[CH:11]=[CH:10][CH:9]=[CH:8][CH:7]=1. The yield is 0.970. The reactants are Cl[C:2]([O:4][CH2:5][C:6]1[CH:11]=[CH:10][CH:9]=[CH:8][CH:7]=1)=[O:3].[CH3:12][NH:13][CH2:14][CH2:15][OH:16]. The catalyst is C1COCC1.C(=O)([O-])[O-].[Na+].[Na+]. (6) The reactants are [N:1]1(C(OC(C)(C)C)=O)[CH2:6][CH2:5][CH:4]([C:7]([O:9][CH2:10][N:11]2[C:16](=[O:17])[CH2:15][CH2:14][CH:13]([N:18]3[CH2:26][C:25]4[C:20](=[CH:21][CH:22]=[C:23]([CH2:27][NH:28][C:29]([NH:31][C:32]5[CH:37]=[CH:36][C:35]([CH3:38])=[C:34]([Cl:39])[CH:33]=5)=[O:30])[CH:24]=4)[C:19]3=[O:40])[C:12]2=[O:41])=[O:8])[CH2:3][CH2:2]1.Cl. The catalyst is CCOCC. The product is [ClH:39].[NH:1]1[CH2:6][CH2:5][CH:4]([C:7]([O:9][CH2:10][N:11]2[C:16](=[O:17])[CH2:15][CH2:14][CH:13]([N:18]3[CH2:26][C:25]4[C:20](=[CH:21][CH:22]=[C:23]([CH2:27][NH:28][C:29]([NH:31][C:32]5[CH:37]=[CH:36][C:35]([CH3:38])=[C:34]([Cl:39])[CH:33]=5)=[O:30])[CH:24]=4)[C:19]3=[O:40])[C:12]2=[O:41])=[O:8])[CH2:3][CH2:2]1. The yield is 1.05.